From a dataset of Forward reaction prediction with 1.9M reactions from USPTO patents (1976-2016). Predict the product of the given reaction. (1) Given the reactants C(O[C@H:9]1[C@H:14](OCC2C=CC=CC=2)[C@@H:13]([O:23][CH2:24][C:25]2[CH:30]=[CH:29][CH:28]=[CH:27][CH:26]=2)[C@@:12]([C:33]2[CH:38]=[CH:37]C(Cl)=[C:35]([CH2:40][C:41]3[CH:46]=[CH:45][C:44]([O:47][CH2:48][CH3:49])=[CH:43][CH:42]=3)[CH:34]=2)(OC)[O:11][C@:10]1([C:52]([OH:55])([CH3:54])[CH3:53])[CH2:50][OH:51])C1C=CC=CC=1.[OH2:56].[C:57]1([CH3:67])[CH:62]=[CH:61][C:60](S(O)(=O)=O)=[CH:59][CH:58]=1.Cl[CH2:69][Cl:70], predict the reaction product. The product is: [CH2:67]([O:56][C@H:9]1[C@H:14]([O:23][CH2:24][C:25]2[CH:30]=[CH:29][CH:28]=[CH:27][CH:26]=2)[C@@H:13]([O:23][CH2:24][C:25]2[CH:30]=[CH:29][CH:28]=[CH:27][CH:26]=2)[C@:12]2([C:33]3[CH:38]=[CH:37][C:69]([Cl:70])=[C:35]([CH2:40][C:41]4[CH:42]=[CH:43][C:44]([O:47][CH2:48][CH3:49])=[CH:45][CH:46]=4)[CH:34]=3)[O:11][C@@:10]1([CH2:50][OH:51])[C:52]([CH3:53])([CH3:54])[O:55]2)[C:57]1[CH:62]=[CH:61][CH:60]=[CH:59][CH:58]=1. (2) Given the reactants [N+](C1C=CC(O[C:11](=[O:25])[NH:12][C@@H:13]2[CH2:17][CH2:16][N:15]([CH2:18][C:19]3[CH:24]=[CH:23][CH:22]=[CH:21][CH:20]=3)[CH2:14]2)=CC=1)([O-])=O.[C:26]([NH:33][C@@H:34]1[CH2:38][CH2:37][NH:36][CH2:35]1)([O:28][C:29]([CH3:32])([CH3:31])[CH3:30])=[O:27].[N-]=C=O, predict the reaction product. The product is: [C:29]([O:28][C:26](=[O:27])[NH:33][C@@H:34]1[CH2:38][CH2:37][N:36]([C:11](=[O:25])[NH:12][C@@H:13]2[CH2:17][CH2:16][N:15]([CH2:18][C:19]3[CH:20]=[CH:21][CH:22]=[CH:23][CH:24]=3)[CH2:14]2)[CH2:35]1)([CH3:32])([CH3:30])[CH3:31]. (3) Given the reactants [CH2:1]([O:3][C:4](=[O:27])[CH2:5][O:6][C:7]1[CH:16]=[CH:15][C:14]2[C:9](=[CH:10][CH:11]=[C:12]([C:17]3[S:21][C:20]4[CH:22]=[CH:23][CH:24]=[CH:25][C:19]=4[CH:18]=3)[CH:13]=2)[C:8]=1[Br:26])[CH3:2].[C:28]([CH2:32][C:33](Cl)=[O:34])([CH3:31])([CH3:30])[CH3:29].[Sn](Cl)(Cl)(Cl)Cl, predict the reaction product. The product is: [CH2:1]([O:3][C:4](=[O:27])[CH2:5][O:6][C:7]1[CH:16]=[CH:15][C:14]2[C:9](=[CH:10][CH:11]=[C:12]([C:17]3[S:21][C:20]4[CH:22]=[CH:23][CH:24]=[CH:25][C:19]=4[C:18]=3[C:33](=[O:34])[CH2:32][C:28]([CH3:31])([CH3:30])[CH3:29])[CH:13]=2)[C:8]=1[Br:26])[CH3:2]. (4) Given the reactants [Cl:1][C:2]1[CH:18]=[C:17]([Cl:19])[CH:16]=[CH:15][C:3]=1[CH2:4][C:5]1[O:9]C=[N:7][C:6]=1[C:10]([O:12][CH2:13][CH3:14])=[O:11].Cl.[C:21](Cl)(=[O:25])[CH:22]([CH3:24])[CH3:23].O, predict the reaction product. The product is: [Cl:1][C:2]1[CH:18]=[C:17]([Cl:19])[CH:16]=[CH:15][C:3]=1[CH2:4][C:5](=[O:9])[CH:6]([NH:7][C:21](=[O:25])[CH:22]([CH3:24])[CH3:23])[C:10]([O:12][CH2:13][CH3:14])=[O:11].